This data is from Catalyst prediction with 721,799 reactions and 888 catalyst types from USPTO. The task is: Predict which catalyst facilitates the given reaction. Reactant: [CH3:1][C@H:2]1[NH:7][CH2:6][C@@H:5]([OH:8])[CH2:4][CH2:3]1.[N:9]1[N:10]([C:14]2[CH:22]=[CH:21][CH:20]=[CH:19][C:15]=2[C:16](O)=[O:17])[N:11]=[CH:12][CH:13]=1.ON1C2N=CC=CC=2N=N1.C(Cl)CCl.CCN(C(C)C)C(C)C.C([O-])(O)=O.[Na+]. Product: [OH:8][C@@H:5]1[CH2:6][N:7]([C:16]([C:15]2[CH:19]=[CH:20][CH:21]=[CH:22][C:14]=2[N:10]2[N:11]=[CH:12][CH:13]=[N:9]2)=[O:17])[C@H:2]([CH3:1])[CH2:3][CH2:4]1. The catalyst class is: 18.